Dataset: Full USPTO retrosynthesis dataset with 1.9M reactions from patents (1976-2016). Task: Predict the reactants needed to synthesize the given product. Given the product [Cl:3][C:4]1[N:9]=[C:8]([CH2:10][C:11]([OH:13])=[O:12])[CH:7]=[N:6][CH:5]=1, predict the reactants needed to synthesize it. The reactants are: [OH-].[Na+].[Cl:3][C:4]1[N:9]=[C:8]([CH:10](C(OCC)=O)[C:11]([O:13]CC)=[O:12])[CH:7]=[N:6][CH:5]=1.Cl.